Dataset: Full USPTO retrosynthesis dataset with 1.9M reactions from patents (1976-2016). Task: Predict the reactants needed to synthesize the given product. (1) Given the product [C:19]([O:23][C:24]([N:26]1[CH2:31][CH2:30][CH:29]([CH:32]([OH:33])[CH:14]([CH3:13])[C:15](=[O:18])[CH2:16][CH3:17])[CH2:28][CH2:27]1)=[O:25])([CH3:22])([CH3:21])[CH3:20], predict the reactants needed to synthesize it. The reactants are: C(NC(C)C)(C)C.C([Li])CCC.[CH3:13][CH2:14][C:15](=[O:18])[CH2:16][CH3:17].[C:19]([O:23][C:24]([N:26]1[CH2:31][CH2:30][CH:29]([CH:32]=[O:33])[CH2:28][CH2:27]1)=[O:25])([CH3:22])([CH3:21])[CH3:20]. (2) The reactants are: [Cl:1][C:2]1[CH:19]=[CH:18][C:5]([O:6][CH:7]2[CH2:12][CH2:11][N:10]([C:13](=[O:17])[C:14]([OH:16])=O)[CH2:9][CH2:8]2)=[CH:4][CH:3]=1.[NH2:20][C:21]1[CH:30]=[CH:29][C:24]2[NH:25][C:26](=[O:28])[NH:27][C:23]=2[CH:22]=1. Given the product [Cl:1][C:2]1[CH:3]=[CH:4][C:5]([O:6][CH:7]2[CH2:8][CH2:9][N:10]([C:13](=[O:17])[C:14]([NH:20][C:21]3[CH:30]=[CH:29][C:24]4[NH:25][C:26](=[O:28])[NH:27][C:23]=4[CH:22]=3)=[O:16])[CH2:11][CH2:12]2)=[CH:18][CH:19]=1, predict the reactants needed to synthesize it. (3) Given the product [OH:25][C:9]1[C:10]2[C:15](=[CH:14][CH:13]=[C:12]([O:16][C:17]3[CH:22]=[C:21]([F:23])[CH:20]=[C:19]([F:24])[CH:18]=3)[CH:11]=2)[C:6]([CH3:5])=[N:7][C:8]=1[C:26]([O:28][CH3:29])=[O:27], predict the reactants needed to synthesize it. The reactants are: C(O[CH2:5][C:6]1[C:15]2[C:10](=[CH:11][C:12]([O:16][C:17]3[CH:22]=[C:21]([F:23])[CH:20]=[C:19]([F:24])[CH:18]=3)=[CH:13][CH:14]=2)[C:9]([OH:25])=[C:8]([C:26]([O:28][CH3:29])=[O:27])[N:7]=1)(=O)C.C([O-])([O-])=O.[Na+].[Na+]. (4) Given the product [CH3:28][C:29]([CH3:33])([CH3:32])[C:30]#[C:31][C:2]1[CH:23]=[CH:22][C:5]([C:6]([NH:8][S:9]([C:12]2[CH:17]=[CH:16][CH:15]=[CH:14][C:13]=2[S:18](=[O:21])(=[O:20])[NH2:19])(=[O:10])=[O:11])=[O:7])=[C:4]([C:24]([F:25])([F:26])[F:27])[CH:3]=1, predict the reactants needed to synthesize it. The reactants are: I[C:2]1[CH:23]=[CH:22][C:5]([C:6]([NH:8][S:9]([C:12]2[CH:17]=[CH:16][CH:15]=[CH:14][C:13]=2[S:18](=[O:21])(=[O:20])[NH2:19])(=[O:11])=[O:10])=[O:7])=[C:4]([C:24]([F:27])([F:26])[F:25])[CH:3]=1.[CH3:28][C:29]([CH3:33])([CH3:32])[C:30]#[CH:31]. (5) Given the product [CH:1]1([C:4]2[CH:5]=[C:6]([C:16]([NH:20][CH2:21][C:22]3[C:23](=[O:32])[NH:24][C:25]([CH:29]4[CH2:30][CH2:31]4)=[CH:26][C:27]=3[CH3:28])=[O:18])[C:7]3[CH:12]=[N:11][N:10]([CH:13]([CH3:14])[CH3:15])[C:8]=3[N:9]=2)[CH2:2][CH2:3]1, predict the reactants needed to synthesize it. The reactants are: [CH:1]1([C:4]2[CH:5]=[C:6]([C:16]([OH:18])=O)[C:7]3[CH:12]=[N:11][N:10]([CH:13]([CH3:15])[CH3:14])[C:8]=3[N:9]=2)[CH2:3][CH2:2]1.Cl.[NH2:20][CH2:21][C:22]1[C:23](=[O:32])[NH:24][C:25]([CH:29]2[CH2:31][CH2:30]2)=[CH:26][C:27]=1[CH3:28].ON1C2N=CC=CC=2N=N1.C(Cl)CCl.CN1CCOCC1. (6) The reactants are: O[C:2]1[C:3](=[O:23])[N:4]([C:14]2[CH:19]=[CH:18][C:17]([N+:20]([O-:22])=[O:21])=[CH:16][CH:15]=2)[CH2:5][CH2:6][C:7]=1[C:8](=[O:13])C(F)(F)F.Cl.[CH3:25][O:26][C:27]1[CH:32]=[CH:31][C:30]([NH:33][NH2:34])=[CH:29][CH:28]=1.C(N(CC)CC)C.Cl. Given the product [OH:13][C:8]1[C:7]2[CH2:6][CH2:5][N:4]([C:14]3[CH:15]=[CH:16][C:17]([N+:20]([O-:22])=[O:21])=[CH:18][CH:19]=3)[C:3](=[O:23])[C:2]=2[N:33]([C:30]2[CH:31]=[CH:32][C:27]([O:26][CH3:25])=[CH:28][CH:29]=2)[N:34]=1, predict the reactants needed to synthesize it. (7) Given the product [Br:1][C:2]1[CH:3]=[C:4]([N:8]2[CH:13]=[C:12]([O:14][CH2:15][C:16]3[CH:21]=[CH:20][C:19]([O:22][CH3:23])=[CH:18][CH:17]=3)[C:11](=[O:24])[CH:10]=[C:9]2[CH:25]([OH:26])[C:28]([F:30])([F:29])[F:27])[CH:5]=[CH:6][CH:7]=1, predict the reactants needed to synthesize it. The reactants are: [Br:1][C:2]1[CH:3]=[C:4]([N:8]2[CH:13]=[C:12]([O:14][CH2:15][C:16]3[CH:21]=[CH:20][C:19]([O:22][CH3:23])=[CH:18][CH:17]=3)[C:11](=[O:24])[CH:10]=[C:9]2[CH:25]=[O:26])[CH:5]=[CH:6][CH:7]=1.[F:27][C:28]([Si](C)(C)C)([F:30])[F:29].[F-].C([N+](CCCC)(CCCC)CCCC)CCC.